Task: Predict the reaction yield, written as a fraction of the theoretical maximum amount of product (1.0 means a 100% yield; for example, 0.34 means a 34% yield).. Dataset: Reaction yield outcomes from USPTO patents with 853,638 reactions (1) The reactants are [N+:1]([C:4]1[CH:9]=[C:8]([N+:10]([O-:12])=[O:11])[CH:7]=[CH:6][C:5]=1[CH2:13][C:14](O)=[O:15])([O-:3])=[O:2].O.CCCCCC. The catalyst is O1CCCC1. The product is [N+:1]([C:4]1[CH:9]=[C:8]([N+:10]([O-:12])=[O:11])[CH:7]=[CH:6][C:5]=1[CH2:13][CH2:14][OH:15])([O-:3])=[O:2]. The yield is 0.980. (2) The reactants are [I:1][C:2]1[C:3]([CH2:11][NH:12]C(=O)C)=[CH:4][C:5]2[O:9][CH2:8][O:7][C:6]=2[CH:10]=1. The catalyst is Cl. The product is [I:1][C:2]1[C:3]([CH2:11][NH2:12])=[CH:4][C:5]2[O:9][CH2:8][O:7][C:6]=2[CH:10]=1. The yield is 0.850. (3) The reactants are [F:1][C:2]1[CH:10]=[CH:9][C:5]([C:6](Cl)=[O:7])=[CH:4][CH:3]=1.[NH2:11][C:12]1[C:13]2[S:24][C:23]([C:25]([O:27][CH3:28])=[O:26])=[CH:22][C:14]=2[N:15]([C:17]([O:19][CH2:20][CH3:21])=[O:18])[N:16]=1.N1C=CC=C[CH:30]=1. The catalyst is ClCCl. The product is [F:1][C:2]1[CH:10]=[CH:9][C:5]([C:6]([NH:11][C:12]2[C:13]3[S:24][C:23]([C:25]([O:27][CH2:28][CH3:30])=[O:26])=[CH:22][C:14]=3[N:15]([C:17]([O:19][CH2:20][CH3:21])=[O:18])[N:16]=2)=[O:7])=[CH:4][CH:3]=1. The yield is 0.680. (4) The reactants are Cl[C:2]([O:4][CH2:5][C:6]1[CH:11]=[CH:10][CH:9]=[CH:8][CH:7]=1)=[O:3].[CH3:12][O:13][C:14]([C@:16]12[CH2:23][CH2:22][CH2:21][C@H:20]1[CH2:19][N:18](CC1C=CC=CC=1)[CH2:17]2)=[O:15]. The catalyst is ClCCl. The product is [CH3:12][O:13][C:14]([C@:16]12[CH2:23][CH2:22][CH2:21][C@H:20]1[CH2:19][N:18]([C:2]([O:4][CH2:5][C:6]1[CH:11]=[CH:10][CH:9]=[CH:8][CH:7]=1)=[O:3])[CH2:17]2)=[O:15]. The yield is 0.450. (5) The reactants are [CH2:1]([C:5]1[CH:6]=[CH:7][C:8]([C:11]([OH:13])=[O:12])=[N:9][CH:10]=1)[CH2:2][CH2:3][CH3:4].O=S(Cl)Cl.[CH3:18]O. No catalyst specified. The product is [CH3:4][CH2:3][CH2:2][CH2:1][C:5]1[CH:6]=[CH:7][C:8]([C:11]([O:13][CH3:18])=[O:12])=[N:9][CH:10]=1. The yield is 0.830. (6) The reactants are [F:1][C:2]([F:30])([F:29])[O:3][C:4]1[CH:9]=[CH:8][C:7]([N:10]2[CH:14]=[N:13][C:12]([C:15]3[CH:20]=[CH:19][C:18](/[C:21](/[CH3:28])=C/C(N=[N+]=[N-])=O)=[CH:17][CH:16]=3)=[N:11]2)=[CH:6][CH:5]=1.[CH:31]([C:34]1[CH:39]=[CH:38][CH:37]=[CH:36][C:35]=1[NH:40][C:41]([NH2:43])=[S:42])([CH3:33])[CH3:32].[C:44](=[O:47])([O-])[O-].[Cs+].[Cs+].[C:50]([O-:53])(=O)[CH3:51].[Na+].BrCC(OC)=O.[C:61](#[N:63])C. The catalyst is C(OCC)(=O)C.C(O)C. The product is [CH:31]([C:34]1[CH:39]=[CH:38][CH:37]=[CH:36][C:35]=1[N:40]1[C:50](=[O:53])[CH2:51][S:42]/[C:41]/1=[N:43]\[C:44]([NH:63]/[CH:61]=[C:21](/[C:18]1[CH:19]=[CH:20][C:15]([C:12]2[N:13]=[CH:14][N:10]([C:7]3[CH:8]=[CH:9][C:4]([O:3][C:2]([F:1])([F:30])[F:29])=[CH:5][CH:6]=3)[N:11]=2)=[CH:16][CH:17]=1)\[CH3:28])=[O:47])([CH3:33])[CH3:32]. The yield is 0.370. (7) The reactants are [Cl:1][C:2]1[N:7]=[C:6]2[N:8]([CH2:13][O:14][CH2:15][CH2:16][Si:17]([CH3:20])([CH3:19])[CH3:18])[CH:9]=[C:10]([C:11]#[N:12])[C:5]2=[C:4](I)[CH:3]=1.[CH3:22][C:23]1[CH:28]=[CH:27][N:26]=[C:25]([Sn](CCCC)(CCCC)CCCC)[CH:24]=1.[Cl-].[Li+]. The catalyst is O1CCOCC1.[Cu](I)I.C1C=CC([P]([Pd]([P](C2C=CC=CC=2)(C2C=CC=CC=2)C2C=CC=CC=2)([P](C2C=CC=CC=2)(C2C=CC=CC=2)C2C=CC=CC=2)[P](C2C=CC=CC=2)(C2C=CC=CC=2)C2C=CC=CC=2)(C2C=CC=CC=2)C2C=CC=CC=2)=CC=1. The product is [Cl:1][C:2]1[N:7]=[C:6]2[N:8]([CH2:13][O:14][CH2:15][CH2:16][Si:17]([CH3:20])([CH3:19])[CH3:18])[CH:9]=[C:10]([C:11]#[N:12])[C:5]2=[C:4]([C:25]2[CH:24]=[C:23]([CH3:22])[CH:28]=[CH:27][N:26]=2)[CH:3]=1. The yield is 0.650. (8) The reactants are [NH:1]1[CH:5]=[C:4]([C:6]2[C:7]3[CH:14]=[CH:13][N:12]([CH2:15][O:16][CH2:17][CH2:18][Si:19]([CH3:22])([CH3:21])[CH3:20])[C:8]=3[N:9]=[CH:10][N:11]=2)[CH:3]=[N:2]1.[C:23]1(=[O:29])[CH2:28][CH2:27][CH2:26][CH:25]=[CH:24]1.C1CCN2C(=NCCC2)CC1. The catalyst is C(#N)C. The product is [CH3:20][Si:19]([CH3:22])([CH3:21])[CH2:18][CH2:17][O:16][CH2:15][N:12]1[C:8]2[N:9]=[CH:10][N:11]=[C:6]([C:4]3[CH:5]=[N:1][N:2]([CH:25]4[CH2:26][CH2:27][CH2:28][C:23](=[O:29])[CH2:24]4)[CH:3]=3)[C:7]=2[CH:14]=[CH:13]1. The yield is 0.980.